This data is from Full USPTO retrosynthesis dataset with 1.9M reactions from patents (1976-2016). The task is: Predict the reactants needed to synthesize the given product. (1) Given the product [CH3:54][O:55][C:56](=[O:57])[NH:58][C@@H:59]([CH:63]([CH3:64])[CH3:65])[C:60]([N:40]1[CH2:41][C@@H:42]([CH2:44][O:45][CH3:46])[CH2:43][C@H:39]1[C:37]1[NH:38][C:34]([C:29]2[CH:30]=[C:31]3[CH2:32][O:33][C:20]4[CH:19]=[C:18]5[C:23]([CH:24]=[CH:25][C:15]6[N:14]=[C:13]([C@@H:9]7[CH2:10][CH2:11][CH2:12][N:8]7[C:6](=[O:7])[C@H:5]([NH:4][C:3]([O:2][CH3:1])=[O:53])[C:47]7[CH:52]=[CH:51][CH:50]=[CH:49][CH:48]=7)[NH:17][C:16]=65)=[CH:22][C:21]=4[C:26]3=[CH:27][CH:28]=2)=[CH:35][N:36]=1)=[O:61], predict the reactants needed to synthesize it. The reactants are: [CH3:1][O:2][C:3](=[O:53])[NH:4][C@H:5]([C:47]1[CH:52]=[CH:51][CH:50]=[CH:49][CH:48]=1)[C:6]([N:8]1[CH2:12][CH2:11][CH2:10][C@H:9]1[C:13]1[NH:17][C:16]2[C:18]3[C:23]([CH:24]=[CH:25][C:15]=2[N:14]=1)=[CH:22][C:21]1[C:26]2[C:31]([CH2:32][O:33][C:20]=1[CH:19]=3)=[CH:30][C:29]([C:34]1[NH:38][C:37]([C@@H:39]3[CH2:43][C@H:42]([CH2:44][O:45][CH3:46])[CH2:41][NH:40]3)=[N:36][CH:35]=1)=[CH:28][CH:27]=2)=[O:7].[CH3:54][O:55][C:56]([NH:58][C@@H:59]([CH:63]([CH3:65])[CH3:64])[C:60](O)=[O:61])=[O:57].CN(C(ON1N=NC2C=CC=NC1=2)=[N+](C)C)C.F[P-](F)(F)(F)(F)F.CCN(C(C)C)C(C)C. (2) Given the product [CH3:26][C:27]1[C:32]([CH3:33])=[CH:31][CH:30]=[CH:29][C:28]=1[N:34]1[C:5]([C:7]2[C:12](=[O:13])[CH:11]=[CH:10][N:9]([C:14]3[CH:19]=[CH:18][CH:17]=[C:16]([O:20][C:21]([F:24])([F:23])[F:22])[CH:15]=3)[N:8]=2)=[CH:4][CH:3]=[N:2]1, predict the reactants needed to synthesize it. The reactants are: C[N:2](C)/[CH:3]=[CH:4]/[C:5]([C:7]1[C:12](=[O:13])[CH:11]=[CH:10][N:9]([C:14]2[CH:19]=[CH:18][CH:17]=[C:16]([O:20][C:21]([F:24])([F:23])[F:22])[CH:15]=2)[N:8]=1)=O.[CH3:26][C:27]1[C:32]([CH3:33])=[CH:31][CH:30]=[CH:29][C:28]=1[NH:34]N. (3) Given the product [NH2:14][C:11]1[CH:12]=[N:13][C:8]([NH:7][C:5](=[O:6])[C:4]2[CH:17]=[CH:18][C:19]([F:20])=[C:2]([Cl:1])[CH:3]=2)=[N:9][CH:10]=1, predict the reactants needed to synthesize it. The reactants are: [Cl:1][C:2]1[CH:3]=[C:4]([CH:17]=[CH:18][C:19]=1[F:20])[C:5]([NH:7][C:8]1[N:13]=[CH:12][C:11]([N+:14]([O-])=O)=[CH:10][N:9]=1)=[O:6].[H][H]. (4) Given the product [Br:1][C:2]1[C:3]([C:20]2[S:28][C:27]3[CH2:26][CH2:25][N:24]([CH:30]([CH3:32])[CH3:29])[CH2:23][C:22]=3[CH:21]=2)=[N:4][C:5]([NH:8][CH2:9][CH2:10][N:11]2[C:15]([CH3:17])([CH3:16])[C:14](=[O:18])[NH:13][C:12]2=[O:19])=[N:6][CH:7]=1, predict the reactants needed to synthesize it. The reactants are: [Br:1][C:2]1[C:3]([C:20]2[S:28][C:27]3[CH2:26][CH2:25][NH:24][CH2:23][C:22]=3[CH:21]=2)=[N:4][C:5]([NH:8][CH2:9][CH2:10][N:11]2[C:15]([CH3:17])([CH3:16])[C:14](=[O:18])[NH:13][C:12]2=[O:19])=[N:6][CH:7]=1.[CH3:29][C:30]([CH3:32])=O.C(O[BH-](OC(=O)C)OC(=O)C)(=O)C.[Na+]. (5) Given the product [Si:1]([O:8][C@H:9]1[CH2:14][CH2:13][C@H:12]([N:15]2[C:19]([Cl:20])=[C:18]([B:34]3[O:38][C:37]([CH3:40])([CH3:39])[C:36]([CH3:42])([CH3:41])[O:35]3)[CH:17]=[N:16]2)[CH2:11][CH2:10]1)([C:4]([CH3:7])([CH3:6])[CH3:5])([CH3:3])[CH3:2], predict the reactants needed to synthesize it. The reactants are: [Si:1]([O:8][C@H:9]1[CH2:14][CH2:13][C@H:12]([N:15]2[C:19]([Cl:20])=[C:18](I)[CH:17]=[N:16]2)[CH2:11][CH2:10]1)([C:4]([CH3:7])([CH3:6])[CH3:5])([CH3:3])[CH3:2].C1COCC1.C([Mg]Cl)(C)C.CO[B:34]1[O:38][C:37]([CH3:40])([CH3:39])[C:36]([CH3:42])([CH3:41])[O:35]1.[NH4+].[Cl-]. (6) Given the product [CH2:3]1[O:31][C:30]2[CH:29]=[CH:28][C:7]([O:8][C:9]3[CH:17]=[CH:16][CH:15]=[C:14]([O:18][C:19]4[CH:24]=[CH:23][C:22]5[O:25][CH2:26][O:27][C:21]=5[CH:20]=4)[C:10]=3[CH2:11][C:12]([OH:32])=[O:1])=[CH:6][C:5]=2[O:4]1, predict the reactants needed to synthesize it. The reactants are: [OH-:1].[K+].[CH2:3]1[O:31][C:30]2[CH:29]=[CH:28][C:7]([O:8][C:9]3[CH:17]=[CH:16][CH:15]=[C:14]([O:18][C:19]4[CH:24]=[CH:23][C:22]5[O:25][CH2:26][O:27][C:21]=5[CH:20]=4)[C:10]=3[CH2:11][C:12]#N)=[CH:6][C:5]=2[O:4]1.[OH2:32]. (7) Given the product [CH:26]([N:22]1[CH2:23][CH2:24][N:19]([C:17]([C:12]2[CH:13]=[CH:14][CH:15]=[C:16]3[C:11]=2[NH:10][CH:9]=[C:8]3[CH2:7][N:1]2[CH2:6][CH2:5][O:4][CH2:3][CH2:2]2)=[O:18])[CH2:20][CH2:21]1)([CH3:28])[CH3:25], predict the reactants needed to synthesize it. The reactants are: [N:1]1([CH2:7][C:8]2[C:16]3[C:11](=[C:12]([C:17]([N:19]4[CH2:24][CH2:23][NH:22][CH2:21][CH2:20]4)=[O:18])[CH:13]=[CH:14][CH:15]=3)[NH:10][CH:9]=2)[CH2:6][CH2:5][O:4][CH2:3][CH2:2]1.[CH3:25][C:26]([CH3:28])=O.[BH-](OC(C)=O)(OC(C)=O)OC(C)=O.[Na+]. (8) Given the product [NH2:4][CH2:3][C:2]([NH:13][C:14]1[C:23]([CH3:24])=[N:22][C:21]2[C:16]([N:15]=1)=[C:17]([C:25]1[NH:33][C:32]3[CH2:31][CH2:30][NH:29][C:28](=[O:34])[C:27]=3[CH:26]=1)[CH:18]=[CH:19][CH:20]=2)([CH3:12])[CH3:1], predict the reactants needed to synthesize it. The reactants are: [CH3:1][C:2]([NH:13][C:14]1[C:23]([CH3:24])=[N:22][C:21]2[C:16](=[C:17]([C:25]3[NH:33][C:32]4[CH2:31][CH2:30][NH:29][C:28](=[O:34])[C:27]=4[CH:26]=3)[CH:18]=[CH:19][CH:20]=2)[N:15]=1)([CH3:12])[CH2:3][NH:4]C(=O)OC(C)(C)C.C(O)(C(F)(F)F)=O. (9) Given the product [NH2:12][C:4]1[C:3]([O:2][CH3:1])=[CH:11][CH:10]=[CH:9][C:5]=1[C:6]([C:11]1[CH:10]=[C:15]([CH3:17])[CH:5]=[CH:4][CH:3]=1)=[O:8], predict the reactants needed to synthesize it. The reactants are: [CH3:1][O:2][C:3]1[C:4]([N+:12]([O-])=O)=[C:5]([CH:9]=[CH:10][CH:11]=1)[C:6]([OH:8])=O.[C:15](O)([C:17](F)(F)F)=O.